This data is from Peptide-MHC class II binding affinity with 134,281 pairs from IEDB. The task is: Regression. Given a peptide amino acid sequence and an MHC pseudo amino acid sequence, predict their binding affinity value. This is MHC class II binding data. (1) The MHC is DRB1_0901 with pseudo-sequence DRB1_0901. The binding affinity (normalized) is 0.411. The peptide sequence is AVHVWLRLPAGRVEI. (2) The peptide sequence is DRYSVDADLQLGELI. The MHC is DRB3_0301 with pseudo-sequence DRB3_0301. The binding affinity (normalized) is 0. (3) The MHC is DRB4_0101 with pseudo-sequence DRB4_0103. The peptide sequence is GDGKISLSELTDALR. The binding affinity (normalized) is 0.627. (4) The peptide sequence is VASLLTTAEVVVTEI. The MHC is DRB1_0101 with pseudo-sequence DRB1_0101. The binding affinity (normalized) is 0.408. (5) The peptide sequence is GAVDIINKWQVVAPQ. The MHC is HLA-DQA10101-DQB10501 with pseudo-sequence HLA-DQA10101-DQB10501. The binding affinity (normalized) is 0.0749. (6) The binding affinity (normalized) is 0.650. The peptide sequence is IPVIVADDLTAAINK. The MHC is DRB1_0301 with pseudo-sequence DRB1_0301. (7) The peptide sequence is VLIWVGINTRNMTMSK. The MHC is DRB4_0103 with pseudo-sequence DRB4_0103. The binding affinity (normalized) is 0.683.